Dataset: Catalyst prediction with 721,799 reactions and 888 catalyst types from USPTO. Task: Predict which catalyst facilitates the given reaction. (1) Reactant: [CH3:1][C:2]1[CH:7]=[CH:6][CH:5]=[CH:4][C:3]=1[C:8]1[CH:9]=[CH:10][C:11]2[O:17][CH2:16][CH2:15][N:14](C(OC(C)(C)C)=O)[CH2:13][C:12]=2[CH:25]=1.C(OCC)(=O)C.[ClH:32]. Product: [ClH:32].[CH3:1][C:2]1[CH:7]=[CH:6][CH:5]=[CH:4][C:3]=1[C:8]1[CH:9]=[CH:10][C:11]2[O:17][CH2:16][CH2:15][NH:14][CH2:13][C:12]=2[CH:25]=1. The catalyst class is: 13. (2) Product: [C:1]1([CH:7]([C:44]2[CH:45]=[CH:46][CH:47]=[CH:48][CH:49]=2)[C:8]([O:10][C@H:11]2[CH2:15][CH2:14][N:13]([CH2:16][C@H:17]([C:18]3[CH:23]=[CH:22][CH:21]=[C:20]([NH2:24])[CH:19]=3)[N:27]([C:29](=[O:43])[CH:30]([C:31]3[CH:32]=[CH:33][CH:34]=[CH:35][CH:36]=3)[C:37]3[CH:42]=[CH:41][CH:40]=[CH:39][CH:38]=3)[CH3:28])[CH2:12]2)=[O:9])[CH:6]=[CH:5][CH:4]=[CH:3][CH:2]=1. The catalyst class is: 312. Reactant: [C:1]1([CH:7]([C:44]2[CH:49]=[CH:48][CH:47]=[CH:46][CH:45]=2)[C:8]([O:10][C@H:11]2[CH2:15][CH2:14][N:13]([CH2:16][C@@H:17]([N:27]([C:29](=[O:43])[CH:30]([C:37]3[CH:42]=[CH:41][CH:40]=[CH:39][CH:38]=3)[C:31]3[CH:36]=[CH:35][CH:34]=[CH:33][CH:32]=3)[CH3:28])[C:18]3[CH:23]=[CH:22][CH:21]=[C:20]([N+:24]([O-])=O)[CH:19]=3)[CH2:12]2)=[O:9])[CH:6]=[CH:5][CH:4]=[CH:3][CH:2]=1. (3) Reactant: [Cl:1][C:2]1[CH:3]=[C:4]([CH:10]=[CH:11][C:12]=1[CH2:13][CH:14]([CH3:16])[CH3:15])[C:5]([O:7]CC)=[O:6].[OH-].[Na+]. Product: [Cl:1][C:2]1[CH:3]=[C:4]([CH:10]=[CH:11][C:12]=1[CH2:13][CH:14]([CH3:16])[CH3:15])[C:5]([OH:7])=[O:6]. The catalyst class is: 8. (4) The catalyst class is: 8. Product: [CH:22]1([CH2:25][O:26][C:27]2[CH:34]=[CH:33][C:30](/[CH:31]=[CH:1]/[C:2]3[N:3]=[C:4]4[S:21][CH:20]=[CH:19][N:5]4[C:6](=[O:18])[C:7]=3[C:8]3[CH:13]=[CH:12][C:11]([C:14]([F:17])([F:15])[F:16])=[CH:10][CH:9]=3)=[CH:29][C:28]=2[O:35][CH3:36])[CH2:23][CH2:24]1. Reactant: [CH3:1][C:2]1[N:3]=[C:4]2[S:21][CH:20]=[CH:19][N:5]2[C:6](=[O:18])[C:7]=1[C:8]1[CH:13]=[CH:12][C:11]([C:14]([F:17])([F:16])[F:15])=[CH:10][CH:9]=1.[CH:22]1([CH2:25][O:26][C:27]2[CH:34]=[CH:33][C:30]([CH:31]=O)=[CH:29][C:28]=2[O:35][CH3:36])[CH2:24][CH2:23]1.[O-]CC.[Na+]. (5) Reactant: [CH3:1][O:2][CH2:3][C@H:4]([OH:6])[CH3:5].[H-].[Na+].[NH2:9][C:10]1[C:15]([O:16][CH2:17][CH:18]2[CH2:23][CH2:22][N:21]([C:24]3[N:29]=[C:28](Cl)[N:27]=[C:26]([C:31]([NH:33][CH2:34][CH3:35])=[O:32])[CH:25]=3)[CH2:20][CH2:19]2)=[CH:14][C:13]([C:36]2[N:40]([CH3:41])[N:39]=[N:38][CH:37]=2)=[CH:12][N:11]=1.O. Product: [NH2:9][C:10]1[C:15]([O:16][CH2:17][CH:18]2[CH2:23][CH2:22][N:21]([C:24]3[N:29]=[C:28]([O:6][C@H:4]([CH3:5])[CH2:3][O:2][CH3:1])[N:27]=[C:26]([C:31]([NH:33][CH2:34][CH3:35])=[O:32])[CH:25]=3)[CH2:20][CH2:19]2)=[CH:14][C:13]([C:36]2[N:40]([CH3:41])[N:39]=[N:38][CH:37]=2)=[CH:12][N:11]=1. The catalyst class is: 3. (6) Reactant: OS(O)(=O)=O.[I:6][C:7]1[CH:8]=[C:9]([CH:11]=[CH:12][C:13]=1[CH3:14])N.N([O-])=[O:16].[Na+].C(Cl)Cl. Product: [I:6][C:7]1[CH:8]=[C:9]([OH:16])[CH:11]=[CH:12][C:13]=1[CH3:14]. The catalyst class is: 238.